Dataset: Reaction yield outcomes from USPTO patents with 853,638 reactions. Task: Predict the reaction yield, written as a fraction of the theoretical maximum amount of product (1.0 means a 100% yield; for example, 0.34 means a 34% yield). (1) The reactants are [CH3:1][O:2][C:3](=[O:12])[CH2:4][C:5]1[S:6][CH:7]=[C:8]([CH2:10]Cl)[CH:9]=1.[C-:13]#[N:14].[K+]. The catalyst is CN(C=O)C. The product is [CH3:1][O:2][C:3](=[O:12])[CH2:4][C:5]1[S:6][CH:7]=[C:8]([CH2:10][C:13]#[N:14])[CH:9]=1. The yield is 0.780. (2) The reactants are [C:1]([O:5][C:6]([N:8]1[CH2:13][CH2:12][N:11]([C:14]2[C:19]([Cl:20])=[CH:18][CH:17]=[CH:16][C:15]=2[NH2:21])[CH2:10][CH2:9]1)=[O:7])([CH3:4])([CH3:3])[CH3:2].[CH3:22][S:23](Cl)(=[O:25])=[O:24].C(N(CC)CC)C.C([O-])(O)=O.[Na+]. The catalyst is C(Cl)Cl.CCOC(C)=O. The product is [C:1]([O:5][C:6]([N:8]1[CH2:13][CH2:12][N:11]([C:14]2[C:15]([NH:21][S:23]([CH3:22])(=[O:25])=[O:24])=[CH:16][CH:17]=[CH:18][C:19]=2[Cl:20])[CH2:10][CH2:9]1)=[O:7])([CH3:4])([CH3:2])[CH3:3]. The yield is 0.700. (3) The reactants are CN(C)[CH2:3][C:4]1[C:12]2[C:7](=[N:8][CH:9]=[CH:10][CH:11]=2)[N:6]([CH3:13])[C:5]=1[C:14]1[CH:19]=[CH:18][CH:17]=[CH:16][CH:15]=1.C1N2CN3CN(C2)CN1C3.C(O)(=[O:34])CC. The catalyst is C(Cl)Cl. The product is [CH3:13][N:6]1[C:7]2=[N:8][CH:9]=[CH:10][CH:11]=[C:12]2[C:4]([CH:3]=[O:34])=[C:5]1[C:14]1[CH:19]=[CH:18][CH:17]=[CH:16][CH:15]=1. The yield is 0.600. (4) The reactants are [H-].[Na+].[Cl:3][C:4]1[N:5]=[CH:6][C:7]2[CH:12]=[CH:11][NH:10][C:8]=2[N:9]=1.[CH3:13]I. The catalyst is C1COCC1.O. The product is [Cl:3][C:4]1[N:5]=[CH:6][C:7]2[CH:12]=[CH:11][N:10]([CH3:13])[C:8]=2[N:9]=1. The yield is 0.474. (5) The reactants are [CH3:1][N:2]1[C:6]([Sn](CCCC)(CCCC)CCCC)=[CH:5][N:4]=[N:3]1.Br[C:21]1[CH:22]=[C:23]([C:27]([O:29][CH3:30])=[O:28])[S:24][C:25]=1[Cl:26].C(N(CC)CC)C. The catalyst is Cl[Pd](Cl)([P](C1C=CC=CC=1)(C1C=CC=CC=1)C1C=CC=CC=1)[P](C1C=CC=CC=1)(C1C=CC=CC=1)C1C=CC=CC=1.C1(C)C=CC=CC=1. The product is [Cl:26][C:25]1[S:24][C:23]([C:27]([O:29][CH3:30])=[O:28])=[CH:22][C:21]=1[C:6]1[N:2]([CH3:1])[N:3]=[N:4][CH:5]=1. The yield is 0.320. (6) The reactants are [NH2:1][C:2]([NH:4][NH:5][C:6](=O)[CH2:7][C:8]([O:10][CH2:11][CH3:12])=[O:9])=[S:3].[O-]CC.[Na+]. The catalyst is C(O)C. The product is [SH:3][C:2]1[NH:4][N:5]=[C:6]([CH2:7][C:8]([O:10][CH2:11][CH3:12])=[O:9])[N:1]=1. The yield is 0.960. (7) The reactants are [NH2:1][C:2]1[CH:7]=[C:6]([Cl:8])[C:5]([Br:9])=[CH:4][C:3]=1[OH:10].[Yb+3].F[C:13](F)(F)S([O-])(=O)=O.FC(F)(F)S([O-])(=O)=O.FC(F)(F)S([O-])(=O)=O.C(OC)(OC)OC. The catalyst is CCO.CC(=O)OCC.CCCCCC. The product is [Br:9][C:5]1[C:6]([Cl:8])=[CH:7][C:2]2[N:1]=[CH:13][O:10][C:3]=2[CH:4]=1. The yield is 0.652.